From a dataset of Aqueous solubility values for 9,982 compounds from the AqSolDB database. Regression/Classification. Given a drug SMILES string, predict its absorption, distribution, metabolism, or excretion properties. Task type varies by dataset: regression for continuous measurements (e.g., permeability, clearance, half-life) or binary classification for categorical outcomes (e.g., BBB penetration, CYP inhibition). For this dataset (solubility_aqsoldb), we predict Y. (1) The drug is CC(=O)NC(CSc1ccc(Cl)c(Cl)c1)C(=O)O. The Y is -2.89 log mol/L. (2) The molecule is CN(C)CC1CC2C3CC=C4CC(O)CCC4(C)C3CCC2(C)C1=O. The Y is -1.49 log mol/L. (3) The molecule is CCCCCCCCSC1C(O)C(O)OC(CO)C1O. The Y is -2.91 log mol/L.